From a dataset of Full USPTO retrosynthesis dataset with 1.9M reactions from patents (1976-2016). Predict the reactants needed to synthesize the given product. Given the product [NH2:69][C:66]1[N:65]=[CH:64][C:63]([C:44]2[N:43]=[C:42]3[C:47]([N:48]=[C:49]([N:50]4[CH2:55][CH2:54][N:53]([C:1](=[O:6])[C@@H:2]([OH:3])[CH3:4])[C@@H:52]([CH3:56])[CH2:51]4)[N:41]3[CH2:40][CH:37]3[CH2:39][CH2:38]3)=[C:46]([N:57]3[CH2:62][CH2:61][O:60][CH2:59][CH2:58]3)[N:45]=2)=[CH:68][N:67]=1, predict the reactants needed to synthesize it. The reactants are: [C:1]([OH:6])(=O)[C@H:2]([CH3:4])[OH:3].O.ON1C2C=CC=CC=2N=N1.Cl.C(N=C=NCCCN(C)C)C.C(N(CC)CC)C.[CH:37]1([CH2:40][N:41]2[C:49]([N:50]3[CH2:55][CH2:54][NH:53][C@@H:52]([CH3:56])[CH2:51]3)=[N:48][C:47]3[C:42]2=[N:43][C:44]([C:63]2[CH:64]=[N:65][C:66]([NH2:69])=[N:67][CH:68]=2)=[N:45][C:46]=3[N:57]2[CH2:62][CH2:61][O:60][CH2:59][CH2:58]2)[CH2:39][CH2:38]1.